This data is from Reaction yield outcomes from USPTO patents with 853,638 reactions. The task is: Predict the reaction yield, written as a fraction of the theoretical maximum amount of product (1.0 means a 100% yield; for example, 0.34 means a 34% yield). (1) The reactants are [C:1]([C:4]1[CH:9]=[CH:8][C:7]([O:10][CH3:11])=[CH:6][C:5]=1[NH:12][C:13]([CH:15]1[CH2:17][CH2:16]1)=O)(=[O:3])[CH3:2].C(O[K])(C)(C)C. The catalyst is C(O)(C)(C)C. The product is [CH:15]1([C:13]2[CH:2]=[C:1]([OH:3])[C:4]3[C:5](=[CH:6][C:7]([O:10][CH3:11])=[CH:8][CH:9]=3)[N:12]=2)[CH2:17][CH2:16]1. The yield is 0.200. (2) The reactants are [C:1]([O:5][C:6]1[CH:7]=[C:8]([C:12]2[C:13]3[CH2:26][CH2:25][NH:24][C:14]=3[N:15]=[C:16]([N:18]3[CH2:23][CH2:22][O:21][CH2:20][CH2:19]3)[N:17]=2)[CH:9]=[CH:10][CH:11]=1)([CH3:4])([CH3:3])[CH3:2].N1C=CC=CC=1.CN(C1C=CC=CN=1)C.[C:42](Cl)(=[O:49])[C:43]1[CH:48]=[CH:47][CH:46]=[CH:45][CH:44]=1. The catalyst is O.C(#N)C. The product is [C:1]([O:5][C:6]1[CH:7]=[C:8]([C:12]2[C:13]3[CH2:26][CH2:25][N:24]([C:42]([C:43]4[CH:48]=[CH:47][CH:46]=[CH:45][CH:44]=4)=[O:49])[C:14]=3[N:15]=[C:16]([N:18]3[CH2:19][CH2:20][O:21][CH2:22][CH2:23]3)[N:17]=2)[CH:9]=[CH:10][CH:11]=1)([CH3:4])([CH3:2])[CH3:3]. The yield is 0.900. (3) The reactants are C([O:3][P:4]([CH2:9][CH2:10][NH:11][C:12](=[O:34])[C:13]1[CH:18]=[CH:17][C:16]([N:19]([CH2:21][C:22]2[N:23]=[C:24]3[C:29](=[N:30][CH:31]=2)[N:28]=[C:27]([NH2:32])[N:26]=[C:25]3[NH2:33])[CH3:20])=[CH:15][CH:14]=1)(=[O:8])[O:5]CC)C.C[Si](Br)(C)C. The catalyst is CN(C=O)C. The product is [NH2:32][C:27]1[N:26]=[C:25]([NH2:33])[C:24]2[C:29](=[N:30][CH:31]=[C:22]([CH2:21][N:19]([CH3:20])[C:16]3[CH:15]=[CH:14][C:13]([C:12]([NH:11][CH2:10][CH2:9][P:4](=[O:3])([OH:8])[OH:5])=[O:34])=[CH:18][CH:17]=3)[N:23]=2)[N:28]=1. The yield is 0.530. (4) The yield is 0.190. The catalyst is C(Cl)(Cl)Cl.C1C=CC([P]([Pd]([P](C2C=CC=CC=2)(C2C=CC=CC=2)C2C=CC=CC=2)([P](C2C=CC=CC=2)(C2C=CC=CC=2)C2C=CC=CC=2)[P](C2C=CC=CC=2)(C2C=CC=CC=2)C2C=CC=CC=2)(C2C=CC=CC=2)C2C=CC=CC=2)=CC=1. The reactants are [N:1]1[CH:6]=[CH:5][CH:4]=[CH:3][C:2]=1[C:7]1[N:11]=[C:10]([C:12]2[CH:17]=[C:16]([F:18])[CH:15]=[C:14](Br)[CH:13]=2)[O:9][N:8]=1.B1([C:26]2[CH:31]=[CH:30][CH:29]=[N:28][CH:27]=2)OCCCO1.COCCOC.C(=O)([O-])[O-].[Na+].[Na+]. The product is [N:1]1[CH:6]=[CH:5][CH:4]=[CH:3][C:2]=1[C:7]1[N:11]=[C:10]([C:12]2[CH:13]=[C:14]([C:26]3[CH:27]=[N:28][CH:29]=[CH:30][CH:31]=3)[CH:15]=[C:16]([F:18])[CH:17]=2)[O:9][N:8]=1. (5) The reactants are [NH2:1][C:2]1[N:7]=[CH:6][C:5]([CH:8]2[CH2:11][N:10]([C:12]([O:14][C:15]([CH3:18])([CH3:17])[CH3:16])=[O:13])[CH2:9]2)=[CH:4][CH:3]=1.Br[C:20]1[C:21](=[O:28])[N:22]([CH3:27])[CH:23]=[C:24]([Br:26])[CH:25]=1.C(=O)([O-])[O-].[Cs+].[Cs+].CC1(C)C2C(=C(P(C3C=CC=CC=3)C3C=CC=CC=3)C=CC=2)OC2C(P(C3C=CC=CC=3)C3C=CC=CC=3)=CC=CC1=2. The catalyst is C1C=CC(/C=C/C(/C=C/C2C=CC=CC=2)=O)=CC=1.C1C=CC(/C=C/C(/C=C/C2C=CC=CC=2)=O)=CC=1.C1C=CC(/C=C/C(/C=C/C2C=CC=CC=2)=O)=CC=1.[Pd].[Pd].O1CCOCC1. The product is [Br:26][C:24]1[CH:25]=[C:20]([NH:1][C:2]2[N:7]=[CH:6][C:5]([CH:8]3[CH2:9][N:10]([C:12]([O:14][C:15]([CH3:18])([CH3:17])[CH3:16])=[O:13])[CH2:11]3)=[CH:4][CH:3]=2)[C:21](=[O:28])[N:22]([CH3:27])[CH:23]=1. The yield is 0.980.